Dataset: Full USPTO retrosynthesis dataset with 1.9M reactions from patents (1976-2016). Task: Predict the reactants needed to synthesize the given product. (1) Given the product [O:16]1[CH2:17][CH2:18][N:13]([C:2]2[C:3]3[N:11]=[C:10]([Cl:12])[CH:9]=[CH:8][C:4]=3[N:5]=[CH:6][N:7]=2)[CH2:14][CH2:15]1, predict the reactants needed to synthesize it. The reactants are: Cl[C:2]1[C:3]2[N:11]=[C:10]([Cl:12])[CH:9]=[CH:8][C:4]=2[N:5]=[CH:6][N:7]=1.[NH:13]1[CH2:18][CH2:17][O:16][CH2:15][CH2:14]1. (2) The reactants are: [C:1]([CH:3]1[CH2:8][CH2:7][N:6]([C:9]([N:11]2[CH2:16][CH:15]([C:17]3[CH:22]=[CH:21][C:20]([O:23][C:24]([F:27])([F:26])[F:25])=[CH:19][CH:18]=3)[CH2:14][CH:13]([C:28]([OH:30])=O)[CH2:12]2)=[O:10])[CH2:5][CH2:4]1)#[N:2].O[N:32]=[C:33]([NH2:38])[C:34]([CH3:37])([CH3:36])[CH3:35]. Given the product [C:34]([C:33]1[N:38]=[C:28]([CH:13]2[CH2:14][CH:15]([C:17]3[CH:22]=[CH:21][C:20]([O:23][C:24]([F:25])([F:27])[F:26])=[CH:19][CH:18]=3)[CH2:16][N:11]([C:9]([N:6]3[CH2:5][CH2:4][CH:3]([C:1]#[N:2])[CH2:8][CH2:7]3)=[O:10])[CH2:12]2)[O:30][N:32]=1)([CH3:37])([CH3:36])[CH3:35], predict the reactants needed to synthesize it. (3) Given the product [O:1]=[S:2]1(=[O:8])[CH2:7][CH2:6][CH2:5][CH2:4][N:3]1[C:12]1[CH:19]=[CH:18][CH:17]=[CH:16][C:13]=1[C:14]#[N:15], predict the reactants needed to synthesize it. The reactants are: [O:1]=[S:2]1(=[O:8])[CH2:7][CH2:6][CH2:5][CH2:4][NH:3]1.[H-].[Na+].F[C:12]1[CH:19]=[CH:18][CH:17]=[CH:16][C:13]=1[C:14]#[N:15]. (4) Given the product [C:15]([CH:5]([CH:6]([C:21]1[CH:22]=[CH:23][CH:24]=[CH:25][C:20]=1[O:19][CH3:18])[C:7]1[CH:12]=[CH:11][CH:10]=[CH:9][C:8]=1[O:13][CH3:14])[C:4]([O:3][CH2:1][CH3:2])=[O:17])#[N:16], predict the reactants needed to synthesize it. The reactants are: [CH2:1]([O:3][C:4](=[O:17])[C:5]([C:15]#[N:16])=[CH:6][C:7]1[CH:12]=[CH:11][CH:10]=[CH:9][C:8]=1[O:13][CH3:14])[CH3:2].[CH3:18][O:19][C:20]1[CH:25]=[CH:24][CH:23]=[CH:22][C:21]=1[Mg]Br.